From a dataset of Catalyst prediction with 721,799 reactions and 888 catalyst types from USPTO. Predict which catalyst facilitates the given reaction. (1) Reactant: [CH3:1][C@@H:2]1[NH:8][CH2:7][C:6]2[CH:9]=[CH:10][C:11]([C:13]([O:15][CH3:16])=[O:14])=[CH:12][C:5]=2[O:4][CH2:3]1.[H-].[Na+].Br[CH2:20][C:21]1[CH:26]=[CH:25][C:24]([O:27][CH3:28])=[CH:23][CH:22]=1. Product: [CH3:28][O:27][C:24]1[CH:25]=[CH:26][C:21]([CH2:20][N:8]2[CH2:7][C:6]3[CH:9]=[CH:10][C:11]([C:13]([O:15][CH3:16])=[O:14])=[CH:12][C:5]=3[O:4][CH2:3][C@@H:2]2[CH3:1])=[CH:22][CH:23]=1. The catalyst class is: 1. (2) Reactant: ClC(N(C)C)=C(C)C.[Cl:9][C:10]1[C:15](=[O:16])[N:14]([CH2:17][C:18]2[CH:23]=[CH:22][C:21]([O:24][CH3:25])=[CH:20][CH:19]=2)[CH:13]=[C:12]([NH:26][CH:27]([C:39]2[CH:44]=[CH:43][C:42]([Cl:45])=[CH:41][CH:40]=2)[C:28]2[N:29]([CH:36]([CH3:38])[CH3:37])[CH:30]=[CH:31][C:32]=2[C:33]([OH:35])=O)[CH:11]=1. Product: [Cl:9][C:10]1[C:15](=[O:16])[N:14]([CH2:17][C:18]2[CH:19]=[CH:20][C:21]([O:24][CH3:25])=[CH:22][CH:23]=2)[CH:13]=[C:12]([N:26]2[C:33](=[O:35])[C:32]3[CH:31]=[CH:30][N:29]([CH:36]([CH3:37])[CH3:38])[C:28]=3[CH:27]2[C:39]2[CH:44]=[CH:43][C:42]([Cl:45])=[CH:41][CH:40]=2)[CH:11]=1. The catalyst class is: 2. (3) Reactant: [CH3:1][C:2]1[N:3]=[N:4][N:5]([C:7]([C:20]2[CH:25]=[CH:24][CH:23]=[CH:22][CH:21]=2)([C:14]2[CH:19]=[CH:18][CH:17]=[CH:16][CH:15]=2)[C:8]2[CH:13]=[CH:12][CH:11]=[CH:10][CH:9]=2)[N:6]=1.[Li]CCCC.[CH3:31][C:32]1[CH:37]=[C:36]([CH3:38])[CH:35]=[CH:34][C:33]=1[N:39]([CH2:52][CH:53]([CH3:55])[CH3:54])[S:40]([C:43]1[CH:48]=[CH:47][C:46]([CH:49]2[CH2:51][O:50]2)=[CH:45][CH:44]=1)(=[O:42])=[O:41]. Product: [CH3:31][C:32]1[CH:37]=[C:36]([CH3:38])[CH:35]=[CH:34][C:33]=1[N:39]([CH2:52][CH:53]([CH3:55])[CH3:54])[S:40]([C:43]1[CH:48]=[CH:47][C:46]([CH:49]([OH:50])[CH2:51][CH2:1][C:2]2[N:3]=[N:4][N:5]([C:7]([C:8]3[CH:13]=[CH:12][CH:11]=[CH:10][CH:9]=3)([C:14]3[CH:15]=[CH:16][CH:17]=[CH:18][CH:19]=3)[C:20]3[CH:25]=[CH:24][CH:23]=[CH:22][CH:21]=3)[N:6]=2)=[CH:45][CH:44]=1)(=[O:42])=[O:41]. The catalyst class is: 7. (4) Reactant: C1(S([N:10]2[C:14]3=[N:15][CH:16]=[C:17]([C:19]4[CH:23]=[CH:22][N:21]([Si](C(C)C)(C(C)C)C(C)C)[CH:20]=4)[CH:18]=[C:13]3[C:12]([C:34]3[CH:38]=[CH:37][O:36][CH:35]=3)=[CH:11]2)(=O)=O)C=CC=CC=1.[OH-].[Na+].C([O-])(O)=O.[Na+]. Product: [O:36]1[CH:37]=[CH:38][C:34]([C:12]2[C:13]3[C:14](=[N:15][CH:16]=[C:17]([C:19]4[CH:23]=[CH:22][NH:21][CH:20]=4)[CH:18]=3)[NH:10][CH:11]=2)=[CH:35]1. The catalyst class is: 14. (5) Reactant: [CH3:1][O:2][C:3](=[O:40])[CH2:4][C@H:5]1[C:9]2[CH:10]=[CH:11][C:12]([O:14][C@H:15]3[C:23]4[C:18](=[C:19]([O:25][C:26]5[CH:31]=[CH:30][C:29]([CH:32]=[CH:33][C:34]([OH:37])([CH3:36])[CH3:35])=[CH:28][C:27]=5[C:38]#[N:39])[CH:20]=[CH:21][C:22]=4[F:24])[CH2:17][CH2:16]3)=[CH:13][C:8]=2[O:7][CH2:6]1.C(N(CC)CC)C. Product: [CH3:1][O:2][C:3](=[O:40])[CH2:4][C@H:5]1[C:9]2[CH:10]=[CH:11][C:12]([O:14][C@H:15]3[C:23]4[C:18](=[C:19]([O:25][C:26]5[CH:31]=[CH:30][C:29]([CH2:32][CH2:33][C:34]([OH:37])([CH3:35])[CH3:36])=[CH:28][C:27]=5[C:38]#[N:39])[CH:20]=[CH:21][C:22]=4[F:24])[CH2:17][CH2:16]3)=[CH:13][C:8]=2[O:7][CH2:6]1. The catalyst class is: 304.